The task is: Predict the product of the given reaction.. This data is from Forward reaction prediction with 1.9M reactions from USPTO patents (1976-2016). Given the reactants [C:1]([O:5][C:6]([N:8]1[CH2:12][CH:11]=[C:10]([C:13]2[N:18]=[C:17]([C:19]3[CH:24]=[CH:23][C:22]([O:25][C:26]4[CH:31]=[CH:30][CH:29]=[CH:28][CH:27]=4)=[CH:21][CH:20]=3)[C:16]([C:32](=[O:34])[NH2:33])=[CH:15][N:14]=2)[CH2:9]1)=[O:7])([CH3:4])([CH3:3])[CH3:2], predict the reaction product. The product is: [C:1]([O:5][C:6]([N:8]1[CH2:12][CH2:11][CH:10]([C:13]2[N:18]=[C:17]([C:19]3[CH:20]=[CH:21][C:22]([O:25][C:26]4[CH:27]=[CH:28][CH:29]=[CH:30][CH:31]=4)=[CH:23][CH:24]=3)[C:16]([C:32](=[O:34])[NH2:33])=[CH:15][N:14]=2)[CH2:9]1)=[O:7])([CH3:4])([CH3:2])[CH3:3].